This data is from Reaction yield outcomes from USPTO patents with 853,638 reactions. The task is: Predict the reaction yield, written as a fraction of the theoretical maximum amount of product (1.0 means a 100% yield; for example, 0.34 means a 34% yield). (1) The reactants are [CH3:1][N:2]([CH2:4][C:5]1[CH:6]=[C:7]([C:12]2[CH:13]=[C:14]([C:25](O)=[O:26])[C:15]3[C:16]([CH3:24])=[CH:17][N:18]([CH:21]([CH3:23])[CH3:22])[C:19]=3[CH:20]=2)[CH:8]=[CH:9][C:10]=1[F:11])[CH3:3].Cl.[NH2:29][CH2:30][C:31]1[C:32](=[O:39])[NH:33][C:34]([CH3:38])=[CH:35][C:36]=1[CH3:37].C1C=NC2N(O)N=NC=2C=1.CN1CCOCC1.C(Cl)CCl. The catalyst is CN(C=O)C. The product is [CH3:1][N:2]([CH2:4][C:5]1[CH:6]=[C:7]([C:12]2[CH:13]=[C:14]([C:25]([NH:29][CH2:30][C:31]3[C:32](=[O:39])[NH:33][C:34]([CH3:38])=[CH:35][C:36]=3[CH3:37])=[O:26])[C:15]3[C:16]([CH3:24])=[CH:17][N:18]([CH:21]([CH3:22])[CH3:23])[C:19]=3[CH:20]=2)[CH:8]=[CH:9][C:10]=1[F:11])[CH3:3]. The yield is 0.649. (2) The reactants are [CH:1]([C:3]1[CH:8]=[CH:7][C:6]([CH:9]=[CH:10][C:11]([O:13][CH3:14])=[O:12])=[CH:5][CH:4]=1)=O.[NH2:15][CH2:16][CH2:17][C:18]1[C:26]2[C:21](=[CH:22][CH:23]=[CH:24][CH:25]=2)[NH:20][CH:19]=1.[BH-](OC(C)=O)(OC(C)=O)OC(C)=O.[Na+].C([O-])([O-])=O.[K+].[K+]. The catalyst is ClCCCl. The product is [NH:20]1[C:21]2[C:26](=[CH:25][CH:24]=[CH:23][CH:22]=2)[C:18]([CH2:17][CH2:16][NH:15][CH2:1][C:3]2[CH:8]=[CH:7][C:6]([CH:9]=[CH:10][C:11]([O:13][CH3:14])=[O:12])=[CH:5][CH:4]=2)=[CH:19]1. The yield is 0.830. (3) The reactants are [H-].[Na+].[C:3]([O:11][CH2:12][CH3:13])(=[O:10])[CH2:4][C:5]([O:7][CH2:8][CH3:9])=[O:6].F[C:15]1[CH:20]=[C:19]([CH3:21])[CH:18]=[CH:17][C:16]=1[N+:22]([O-:24])=[O:23].C(OCC)(=O)C.CCCCCC. The catalyst is CS(C)=O. The product is [CH3:21][C:19]1[CH:20]=[CH:15][C:16]([N+:22]([O-:24])=[O:23])=[C:17]([CH:4]([C:5]([O:7][CH2:8][CH3:9])=[O:6])[C:3]([O:11][CH2:12][CH3:13])=[O:10])[CH:18]=1. The yield is 0.990.